Dataset: Forward reaction prediction with 1.9M reactions from USPTO patents (1976-2016). Task: Predict the product of the given reaction. (1) Given the reactants [F:1][CH2:2][C:3]1[CH:11]=[CH:10][C:6]([C:7](O)=[O:8])=[CH:5][CH:4]=1.CN(C)C=O.S(Cl)([Cl:19])=O, predict the reaction product. The product is: [F:1][CH2:2][C:3]1[CH:11]=[CH:10][C:6]([C:7]([Cl:19])=[O:8])=[CH:5][CH:4]=1. (2) Given the reactants Cl.Cl.[CH3:3][N:4]([CH:10]([C:17]1[CH:22]=[CH:21][CH:20]=[CH:19][CH:18]=1)[C:11]1[CH:16]=[CH:15][CH:14]=[CH:13][CH:12]=1)[CH2:5][C@@H:6]([NH:8][CH3:9])[CH3:7].C(N(CC)CC)C.[C:30](Cl)(=[O:32])[CH3:31], predict the reaction product. The product is: [C:11]1([CH:10]([N:4]([CH3:3])[CH2:5][C@@H:6]([N:8]([CH3:9])[C:30](=[O:32])[CH3:31])[CH3:7])[C:17]2[CH:18]=[CH:19][CH:20]=[CH:21][CH:22]=2)[CH:12]=[CH:13][CH:14]=[CH:15][CH:16]=1.